From a dataset of Peptide-MHC class II binding affinity with 134,281 pairs from IEDB. Regression. Given a peptide amino acid sequence and an MHC pseudo amino acid sequence, predict their binding affinity value. This is MHC class II binding data. (1) The peptide sequence is ELQVIEKVDAAFKVA. The MHC is DRB4_0101 with pseudo-sequence DRB4_0103. The binding affinity (normalized) is 0.622. (2) The peptide sequence is YRSLQPEEFAVVDLS. The MHC is DRB1_0101 with pseudo-sequence DRB1_0101. The binding affinity (normalized) is 0.552.